This data is from Full USPTO retrosynthesis dataset with 1.9M reactions from patents (1976-2016). The task is: Predict the reactants needed to synthesize the given product. (1) Given the product [CH3:1][C:2]1[C:3]([CH2:23][C:24]2[NH:28][C:27]3[CH:29]=[CH:30][C:31]([C:33]#[N:34])=[CH:32][C:26]=3[N:25]=2)=[C:4]2[C:8](=[C:9]([CH:11]=[CH2:12])[CH:10]=1)[NH:7][CH:6]=[CH:5]2, predict the reactants needed to synthesize it. The reactants are: [CH3:1][C:2]1[C:3]([CH2:23][C:24]2[NH:28][C:27]3[CH:29]=[CH:30][C:31]([C:33]#[N:34])=[CH:32][C:26]=3[N:25]=2)=[C:4]2[C:8](=[C:9]([CH:11]=[CH2:12])[CH:10]=1)[N:7](S(C1C=CC(C)=CC=1)(=O)=O)[CH:6]=[CH:5]2.[OH-].[K+].C(N)CC(C)C. (2) Given the product [C:21]([O:20][C:18]([NH:17][C:14]1[N:15]=[CH:16][C:11]([C:9]2[N:8]([C:25]3[CH:26]=[N:27][CH:28]=[CH:29][CH:30]=3)[N:7]=[C:6]([C:4]([OH:5])=[O:3])[CH:10]=2)=[N:12][CH:13]=1)=[O:19])([CH3:24])([CH3:22])[CH3:23], predict the reactants needed to synthesize it. The reactants are: C([O:3][C:4]([C:6]1[CH:10]=[C:9]([C:11]2[CH:16]=[N:15][C:14]([NH:17][C:18]([O:20][C:21]([CH3:24])([CH3:23])[CH3:22])=[O:19])=[CH:13][N:12]=2)[N:8]([C:25]2[CH:26]=[N:27][CH:28]=[CH:29][CH:30]=2)[N:7]=1)=[O:5])C.[OH-].[Na+].Cl. (3) Given the product [Br:13][C:8]1[CH:7]=[C:3]2[C:2](=[CH:10][C:9]=1[O:11][CH3:12])[NH:1][CH:18]=[N:19][C:4]2=[O:5], predict the reactants needed to synthesize it. The reactants are: [NH2:1][C:2]1[CH:10]=[C:9]([O:11][CH3:12])[C:8]([Br:13])=[CH:7][C:3]=1[C:4](O)=[O:5].C(O)(=O)C.[CH:18](=N)[NH2:19]. (4) Given the product [CH3:10][O:11][CH2:12][CH2:13][CH2:14][O:1][C:2]1[CH:9]=[CH:8][C:5]([CH:6]=[O:7])=[CH:4][CH:3]=1, predict the reactants needed to synthesize it. The reactants are: [OH:1][C:2]1[CH:9]=[CH:8][C:5]([CH:6]=[O:7])=[CH:4][CH:3]=1.[CH3:10][O:11][CH2:12][CH2:13][CH2:14]O. (5) Given the product [NH2:1][C:2]1[CH:7]=[CH:6][CH:5]=[CH:4][C:3]=1[NH:8][C:9](=[O:17])[C:10]1[CH:15]=[CH:14][C:13]([C:30]([CH2:31][N:19]2[CH2:20][CH2:21][C:22]3[C:27](=[CH:26][CH:25]=[CH:24][CH:23]=3)[CH2:18]2)=[C:29]([CH3:32])[CH3:28])=[CH:12][CH:11]=1, predict the reactants needed to synthesize it. The reactants are: [NH2:1][C:2]1[CH:7]=[CH:6][CH:5]=[CH:4][C:3]=1[NH:8][C:9](=[O:17])[C:10]1[CH:15]=[CH:14][C:13](I)=[CH:12][CH:11]=1.[CH2:18]1[C:27]2[C:22](=[CH:23][CH:24]=[CH:25][CH:26]=2)[CH2:21][CH2:20][NH:19]1.[CH3:28][C:29]([CH3:32])=[C:30]=[CH2:31].C(=O)([O-])[O-].[K+].[K+].O1C=CC=C1P(C1OC=CC=1)C1OC=CC=1. (6) Given the product [CH3:1][C:2]([O:6][Si:7]([CH3:10])([CH3:9])[CH3:8])([CH3:5])[C:3]#[C:4][CH:19]=[O:20], predict the reactants needed to synthesize it. The reactants are: [CH3:1][C:2]([O:6][Si:7]([CH3:10])([CH3:9])[CH3:8])([CH3:5])[C:3]#[CH:4].C([Li])CCC.CN([CH:19]=[O:20])C.OP([O-])(O)=O.[K+].